This data is from Full USPTO retrosynthesis dataset with 1.9M reactions from patents (1976-2016). The task is: Predict the reactants needed to synthesize the given product. (1) Given the product [C:22]([C@@H:25]([C@H:27]([C:29]([O-:31])=[O:30])[OH:28])[OH:26])([O-:24])=[O:23].[C:22]([C@@H:25]([C@H:27]([C:29]([OH:31])=[O:30])[OH:28])[OH:26])([OH:24])=[O:23].[N:32]1[CH:33]=[N:34][N:35]2[CH:40]=[C:39]([C:41]3[CH:50]=[C:49]4[C:44]([CH:45]([C:51]5[CH:56]=[CH:55][C:54]([Cl:57])=[C:53]([Cl:58])[CH:52]=5)[CH2:46][NH:47][CH2:48]4)=[CH:43][CH:42]=3)[CH:38]=[CH:37][C:36]=12, predict the reactants needed to synthesize it. The reactants are: ClC1C=C(C2C3C(=CC(OC)=CC=3)CN(C)C2)C=CC=1Cl.[C:22]([C@@H:25]([C@H:27]([C:29]([OH:31])=[O:30])[OH:28])[OH:26])([OH:24])=[O:23].[N:32]1[CH:33]=[N:34][N:35]2[CH:40]=[C:39]([C:41]3[CH:50]=[C:49]4[C:44]([CH:45]([C:51]5[CH:56]=[CH:55][C:54]([Cl:57])=[C:53]([Cl:58])[CH:52]=5)[CH2:46][NH:47][CH2:48]4)=[CH:43][CH:42]=3)[CH:38]=[CH:37][C:36]=12. (2) Given the product [NH2:43][C:37]1[C:36]([CH2:35][NH:34][C:3](=[O:4])[CH:2]([OH:1])[C:6]2[CH:11]=[CH:10][C:9]([C:12]3[N:16]=[C:15]([C:17]4[O:21][N:20]=[C:19]([C:22]5[CH:27]=[CH:26][CH:25]=[CH:24][CH:23]=5)[C:18]=4[C:28]([F:29])([F:30])[F:31])[O:14][N:13]=3)=[CH:8][CH:7]=2)=[CH:41][N:40]=[C:39]([CH3:42])[N:38]=1, predict the reactants needed to synthesize it. The reactants are: [OH:1][CH:2]([C:6]1[CH:11]=[CH:10][C:9]([C:12]2[N:16]=[C:15]([C:17]3[O:21][N:20]=[C:19]([C:22]4[CH:27]=[CH:26][CH:25]=[CH:24][CH:23]=4)[C:18]=3[C:28]([F:31])([F:30])[F:29])[O:14][N:13]=2)=[CH:8][CH:7]=1)[C:3](O)=[O:4].Cl.Cl.[NH2:34][CH2:35][C:36]1[C:37]([NH2:43])=[N:38][C:39]([CH3:42])=[N:40][CH:41]=1.CN1CCOCC1.CN(C(ON1N=NC2C=CC=NC1=2)=[N+](C)C)C.F[P-](F)(F)(F)(F)F. (3) Given the product [Br:1][C:2]1[N:7]=[CH:6][C:5]([CH:8]([OH:9])[CH2:10][CH3:11])=[CH:4][CH:3]=1, predict the reactants needed to synthesize it. The reactants are: [Br:1][C:2]1[N:7]=[CH:6][C:5]([CH:8]=[O:9])=[CH:4][CH:3]=1.[CH3:10][CH2:11]OCC.C1(C)C=CC=CC=1.C([Mg]Cl)C. (4) Given the product [N+:1]([C:4]1[CH:5]=[C:6]2[C:11](=[CH:12][CH:13]=1)[CH2:10][N:9]([C:14]([O:16][C:17]([CH3:20])([CH3:19])[CH3:18])=[O:15])[CH2:8][CH2:7]2)([O-:3])=[O:2], predict the reactants needed to synthesize it. The reactants are: [N+:1]([C:4]1[CH:5]=[C:6]2[C:11](=[CH:12][CH:13]=1)[CH2:10][NH:9][CH2:8][CH2:7]2)([O-:3])=[O:2].[C:14](O[C:14]([O:16][C:17]([CH3:20])([CH3:19])[CH3:18])=[O:15])([O:16][C:17]([CH3:20])([CH3:19])[CH3:18])=[O:15].O. (5) Given the product [O:13]=[C:3]1[C:4]2[C:9](=[CH:8][CH:7]=[CH:6][CH:5]=2)[C:10](=[O:12])[CH:11]=[C:2]1[NH:1][C:22]([CH:16]1[CH2:21][CH2:20][CH2:19][CH2:18][CH2:17]1)=[O:23], predict the reactants needed to synthesize it. The reactants are: [NH2:1][C:2]1[C:3](=[O:13])[C:4]2[C:9]([C:10](=[O:12])[CH:11]=1)=[CH:8][CH:7]=[CH:6][CH:5]=2.[H-].[Na+].[CH:16]1([C:22](Cl)=[O:23])[CH2:21][CH2:20][CH2:19][CH2:18][CH2:17]1.